This data is from Forward reaction prediction with 1.9M reactions from USPTO patents (1976-2016). The task is: Predict the product of the given reaction. Given the reactants [C:14]1(P([C:14]2[CH:19]=[CH:18][CH:17]=[CH:16][CH:15]=2)[C:14]2[CH:19]=[CH:18][CH:17]=[CH:16][CH:15]=2)[CH:19]=[CH:18][CH:17]=[CH:16][CH:15]=1.[C:20]1(=[O:30])[NH:24][C:23](=[O:25])[C:22]2=[CH:26][CH:27]=[CH:28][CH:29]=[C:21]12.N(C(OCC)=O)=N[C:33](OCC)=O, predict the reaction product. The product is: [C@@H:14]12[CH2:33][C@@H:17]([CH2:16][CH2:15]1)[CH2:18][C@@H:19]2[N:24]1[C:20](=[O:30])[C:21]2[C:22](=[CH:26][CH:27]=[CH:28][CH:29]=2)[C:23]1=[O:25].